Dataset: Peptide-MHC class I binding affinity with 185,985 pairs from IEDB/IMGT. Task: Regression. Given a peptide amino acid sequence and an MHC pseudo amino acid sequence, predict their binding affinity value. This is MHC class I binding data. The peptide sequence is VLMGGVPGV. The MHC is HLA-A02:19 with pseudo-sequence HLA-A02:19. The binding affinity (normalized) is 1.00.